Task: Predict the reaction yield, written as a fraction of the theoretical maximum amount of product (1.0 means a 100% yield; for example, 0.34 means a 34% yield).. Dataset: Reaction yield outcomes from USPTO patents with 853,638 reactions (1) The yield is 1.00. The reactants are C(OC([N:11]1[CH2:16][CH2:15][CH:14]([CH:17]([NH:25][C:26]([O:28][C:29]([CH3:32])([CH3:31])[CH3:30])=[O:27])C2C=CC(Cl)=CC=2)[CH2:13][CH2:12]1)=O)C1C=CC=CC=1.[H][H].[CH2:35](O)[CH3:36]. The product is [C:29]([O:28][C:26](=[O:27])[N:25]([C:36]1[CH:35]=[CH:15][CH:14]=[CH:13][CH:12]=1)[CH2:17][CH:14]1[CH2:13][CH2:12][NH:11][CH2:16][CH2:15]1)([CH3:30])([CH3:31])[CH3:32]. The catalyst is [Pd]. (2) The reactants are [O:1]=[C:2]1[C:11]2[C:6](=[CH:7][CH:8]=[CH:9][CH:10]=2)[N:5]=[C:4]([CH2:12][CH2:13][CH2:14][C:15]([OH:17])=O)[NH:3]1.[NH2:18][C@H:19]1[CH2:24][CH2:23][C@H:22]([O:25][C:26]2[CH:33]=[CH:32][C:29]([C:30]#[N:31])=[C:28]([Cl:34])[CH:27]=2)[CH2:21][CH2:20]1. No catalyst specified. The product is [Cl:34][C:28]1[CH:27]=[C:26]([CH:33]=[CH:32][C:29]=1[C:30]#[N:31])[O:25][C@H:22]1[CH2:21][CH2:20][C@H:19]([NH:18][C:15](=[O:17])[CH2:14][CH2:13][CH2:12][C:4]2[NH:3][C:2](=[O:1])[C:11]3[C:6](=[CH:7][CH:8]=[CH:9][CH:10]=3)[N:5]=2)[CH2:24][CH2:23]1. The yield is 0.0600. (3) The product is [Br:1][C:2]1[CH:7]=[C:6]([F:8])[CH:5]=[C:4]2[C:3]=1[CH:12]=[CH:14][NH:9]2. The catalyst is O1CCOCC1.[Fe]. The yield is 0.270. The reactants are [Br:1][C:2]1[CH:7]=[C:6]([F:8])[CH:5]=[C:4]([N+:9]([O-])=O)[C:3]=1[CH3:12].N1CCC[CH2:14]1.CC(O)=O.[OH-].[Na+]. (4) The reactants are [CH2:1]([O:8][N:9]1[CH:13]=[CH:12][CH:11]=[N:10]1)[C:2]1[CH:7]=[CH:6][CH:5]=[CH:4][CH:3]=1.[Li]CCCC.[Sn:19](Cl)([CH2:28][CH2:29][CH2:30][CH3:31])([CH2:24][CH2:25][CH2:26][CH3:27])[CH2:20][CH2:21][CH2:22][CH3:23]. The catalyst is C1COCC1. The product is [CH2:1]([O:8][N:9]1[C:13]([Sn:19]([CH2:24][CH2:25][CH2:26][CH3:27])([CH2:28][CH2:29][CH2:30][CH3:31])[CH2:20][CH2:21][CH2:22][CH3:23])=[CH:12][CH:11]=[N:10]1)[C:2]1[CH:3]=[CH:4][CH:5]=[CH:6][CH:7]=1. The yield is 1.00. (5) The reactants are [NH:1]1[CH2:6][CH2:5][CH:4]([S:7]([C:10]2[CH:19]=[CH:18][C:17]3[C:12](=[CH:13][CH:14]=[CH:15][CH:16]=3)[N:11]=2)(=[O:9])=[O:8])[CH2:3][CH2:2]1.Cl[C:21]1[C:26]([C:27]#[N:28])=[CH:25][CH:24]=[CH:23][N:22]=1. The product is [N:11]1[C:12]2[C:17](=[CH:16][CH:15]=[CH:14][CH:13]=2)[CH:18]=[CH:19][C:10]=1[S:7]([CH:4]1[CH2:5][CH2:6][N:1]([C:21]2[N:22]=[CH:23][CH:24]=[CH:25][C:26]=2[C:27]#[N:28])[CH2:2][CH2:3]1)(=[O:9])=[O:8]. The yield is 0.860. No catalyst specified. (6) The reactants are [CH3:1][O:2][C:3](=[O:29])[CH:4]([CH:9]([C:16]1[C:17]([O:27][CH3:28])=[N:18][C:19]2[C:24]([CH:25]=1)=[CH:23][C:22]([Br:26])=[CH:21][CH:20]=2)[C:10]1[CH:15]=[CH:14][CH:13]=[CH:12][CH:11]=1)[C:5]([O:7]C)=[O:6].[OH-].[K+]. The catalyst is O.CO. The product is [CH3:1][O:2][C:3](=[O:29])[CH:4]([CH:9]([C:16]1[C:17]([O:27][CH3:28])=[N:18][C:19]2[C:24]([CH:25]=1)=[CH:23][C:22]([Br:26])=[CH:21][CH:20]=2)[C:10]1[CH:15]=[CH:14][CH:13]=[CH:12][CH:11]=1)[C:5]([OH:7])=[O:6]. The yield is 0.480.